Task: Predict the reaction yield, written as a fraction of the theoretical maximum amount of product (1.0 means a 100% yield; for example, 0.34 means a 34% yield).. Dataset: Reaction yield outcomes from USPTO patents with 853,638 reactions (1) The reactants are I[C:2]1[C:10]2[C:5](=[N:6][CH:7]=[C:8]([C:11]3[CH:16]=[CH:15][C:14]([C:17]4[CH2:18][CH2:19][N:20]([CH3:23])[CH2:21][CH:22]=4)=[CH:13][CH:12]=3)[CH:9]=2)[N:4]([S:24]([C:27]2[CH:33]=[CH:32][C:30]([CH3:31])=[CH:29][CH:28]=2)(=[O:26])=[O:25])[CH:3]=1.[F:34][C:35]1[CH:36]=[C:37]([CH:53]=[CH:54][CH:55]=1)[CH2:38][N:39]1[CH:43]=[C:42](B2OC(C)(C)C(C)(C)O2)[CH:41]=[N:40]1.C(=O)([O-])[O-].[Na+].[Na+]. The catalyst is C1(C)C=CC=CC=1.C(O)C.O.Cl[Pd](Cl)([P](C1C=CC=CC=1)(C1C=CC=CC=1)C1C=CC=CC=1)[P](C1C=CC=CC=1)(C1C=CC=CC=1)C1C=CC=CC=1. The product is [F:34][C:35]1[CH:36]=[C:37]([CH:53]=[CH:54][CH:55]=1)[CH2:38][N:39]1[CH:43]=[C:42]([C:2]2[C:10]3[C:5](=[N:6][CH:7]=[C:8]([C:11]4[CH:12]=[CH:13][C:14]([C:17]5[CH2:18][CH2:19][N:20]([CH3:23])[CH2:21][CH:22]=5)=[CH:15][CH:16]=4)[CH:9]=3)[N:4]([S:24]([C:27]3[CH:28]=[CH:29][C:30]([CH3:31])=[CH:32][CH:33]=3)(=[O:26])=[O:25])[CH:3]=2)[CH:41]=[N:40]1. The yield is 0.830. (2) The reactants are [CH3:1][C:2]1[S:6][C:5]2[NH:7][C:8]3[CH:9]=[CH:10][CH:11]=[CH:12][C:13]=3[N:14]=[C:15]([N:16]3[CH2:21][CH2:20][N:19]([CH3:22])[CH2:18][CH2:17]3)[C:4]=2[CH:3]=1.[I:23][CH2:24][O:25][C:26]([NH:28][C@@H:29]([CH3:55])[C:30]([O:32][CH2:33][CH2:34][CH2:35][CH2:36][CH2:37][CH2:38][CH2:39][CH2:40][CH2:41][CH2:42][CH2:43][CH2:44][CH2:45][CH2:46][CH2:47][CH2:48][CH2:49][CH2:50][CH2:51][CH2:52][CH2:53][CH3:54])=[O:31])=[O:27]. The catalyst is C(OCC)(=O)C.ClCCl. The product is [I-:23].[CH2:33]([O:32][C:30](=[O:31])[C@@H:29]([NH:28][C:26]([O:25][CH2:24][N+:19]1([CH3:22])[CH2:20][CH2:21][N:16]([C:15]2[C:4]3[CH:3]=[C:2]([CH3:1])[S:6][C:5]=3[NH:7][C:8]3[CH:9]=[CH:10][CH:11]=[CH:12][C:13]=3[N:14]=2)[CH2:17][CH2:18]1)=[O:27])[CH3:55])[CH2:34][CH2:35][CH2:36][CH2:37][CH2:38][CH2:39][CH2:40][CH2:41][CH2:42][CH2:43][CH2:44][CH2:45][CH2:46][CH2:47][CH2:48][CH2:49][CH2:50][CH2:51][CH2:52][CH2:53][CH3:54]. The yield is 0.670. (3) The reactants are Cl[C:2]1[CH:7]=[C:6]([O:8][C:9]2[CH:10]=[CH:11][C:12]([NH:15][C:16](=[O:22])[O:17][C:18]([CH3:21])([CH3:20])[CH3:19])=[N:13][CH:14]=2)[CH:5]=[CH:4][N:3]=1.[C:23]([Si](C)(C)C)#[CH:24]. The catalyst is CN(C=O)C.CCOC(C)=O.[Cu]I. The product is [C:23]([C:2]1[CH:7]=[C:6]([O:8][C:9]2[CH:10]=[CH:11][C:12]([NH:15][C:16](=[O:22])[O:17][C:18]([CH3:21])([CH3:20])[CH3:19])=[N:13][CH:14]=2)[CH:5]=[CH:4][N:3]=1)#[CH:24]. The yield is 0.430. (4) The reactants are [C:1]([CH2:3][C:4]1[CH:27]=[CH:26][C:7]([CH2:8][C:9]2([C:22](OC)=[O:23])[CH2:14][CH2:13][N:12]([C:15]([O:17][C:18]([CH3:21])([CH3:20])[CH3:19])=[O:16])[CH2:11][CH2:10]2)=[CH:6][CH:5]=1)#[N:2].[BH4-].[Li+]. The catalyst is O1CCCC1. The product is [C:1]([CH2:3][C:4]1[CH:5]=[CH:6][C:7]([CH2:8][C:9]2([CH2:22][OH:23])[CH2:10][CH2:11][N:12]([C:15]([O:17][C:18]([CH3:19])([CH3:20])[CH3:21])=[O:16])[CH2:13][CH2:14]2)=[CH:26][CH:27]=1)#[N:2]. The yield is 0.900. (5) The reactants are Br[C:2]1[CH:3]=[CH:4][C:5]([Cl:8])=[N:6][CH:7]=1.[C:9]1(=[O:14])[CH2:13][CH2:12][CH2:11][CH2:10]1. The catalyst is C(OCC)C. The product is [Cl:8][C:5]1[N:6]=[CH:7][C:2]([C:9]2([OH:14])[CH2:13][CH2:12][CH2:11][CH2:10]2)=[CH:3][CH:4]=1. The yield is 0.760. (6) The reactants are [NH2:1][C:2]1[CH:7]=[CH:6][C:5]([N:8]2[C:16]3[C:11](=[CH:12][CH:13]=[CH:14][CH:15]=3)[CH:10]=[C:9]2[C:17]([OH:19])=[O:18])=[CH:4][CH:3]=1.CO[CH:22]1[CH2:26][CH2:25][CH:24](OC)O1. The catalyst is C(O)(=O)C. The product is [N:1]1([C:2]2[CH:3]=[CH:4][C:5]([N:8]3[C:16]4[C:11](=[CH:12][CH:13]=[CH:14][CH:15]=4)[CH:10]=[C:9]3[C:17]([OH:19])=[O:18])=[CH:6][CH:7]=2)[CH:22]=[CH:26][CH:25]=[CH:24]1. The yield is 0.200. (7) The reactants are [CH3:1][O:2][CH2:3][O:4][C@H:5]1[CH2:22][CH2:21][C@@:20]2([CH3:23])[CH:7]([CH2:8][CH2:9][C@@H:10]3[C@@H:19]2[CH2:18][CH2:17][C@@:15]2([CH3:16])[C@H:11]3[CH2:12][CH2:13][C:14]2=[CH2:24])[CH2:6]1.B1C2CCCC1CCC2.[OH:34]O.[OH-].[Na+]. The catalyst is C1COCC1.O. The product is [CH3:1][O:2][CH2:3][O:4][C@H:5]1[CH2:22][CH2:21][C@@:20]2([CH3:23])[C:7](=[CH:8][CH2:9][C@@H:10]3[C@@H:19]2[CH2:18][CH2:17][C@@:15]2([CH3:16])[C@H:11]3[CH2:12][CH2:13][C@@H:14]2[CH2:24][OH:34])[CH2:6]1. The yield is 0.840. (8) The reactants are [CH2:1]([C:3]([F:30])([CH2:28][CH3:29])[CH2:4][N:5]1[CH2:10][CH2:9][CH:8]([CH2:11][O:12][C:13]2[CH:14]=[CH:15][C:16]([C:19]3[CH:27]=[CH:26][C:22]([C:23]([OH:25])=O)=[CH:21][CH:20]=3)=[N:17][CH:18]=2)[CH2:7][CH2:6]1)[CH3:2].C(Cl)CCl.C1C=CC2N(O)N=NC=2C=1.CCN(C(C)C)C(C)C.[NH:54]1[CH2:58][CH2:57][CH2:56][C@H:55]1[C:59]([NH2:61])=[O:60]. The catalyst is C(Cl)Cl.O. The product is [CH2:28]([C:3]([F:30])([CH2:1][CH3:2])[CH2:4][N:5]1[CH2:6][CH2:7][CH:8]([CH2:11][O:12][C:13]2[CH:14]=[CH:15][C:16]([C:19]3[CH:20]=[CH:21][C:22]([C:23]([N:54]4[CH2:58][CH2:57][CH2:56][C@H:55]4[C:59]([NH2:61])=[O:60])=[O:25])=[CH:26][CH:27]=3)=[N:17][CH:18]=2)[CH2:9][CH2:10]1)[CH3:29]. The yield is 0.610. (9) The reactants are [Cl:1][C:2]1[N:6]([CH2:7][CH3:8])[N:5]=[CH:4][C:3]=1[NH:9][C:10]1[N:11]=[C:12]([O:37][CH:38]2[CH2:42][CH2:41][CH2:40][CH2:39]2)[C:13]2[C:18]([C:19]3[CH:28]=[CH:27][C:22]4[N:23]=[C:24]([CH3:26])[O:25][C:21]=4[CH:20]=3)=[CH:17][N:16](COCC[Si](C)(C)C)[C:14]=2[N:15]=1.C(=O)([O-])[O-].[Cs+].[Cs+]. The catalyst is [F-].C([N+](CCCC)(CCCC)CCCC)CCC.C1COCC1. The product is [Cl:1][C:2]1[N:6]([CH2:7][CH3:8])[N:5]=[CH:4][C:3]=1[NH:9][C:10]1[N:11]=[C:12]([O:37][CH:38]2[CH2:42][CH2:41][CH2:40][CH2:39]2)[C:13]2[C:18]([C:19]3[CH:28]=[CH:27][C:22]4[N:23]=[C:24]([CH3:26])[O:25][C:21]=4[CH:20]=3)=[CH:17][NH:16][C:14]=2[N:15]=1. The yield is 0.197.